From a dataset of Full USPTO retrosynthesis dataset with 1.9M reactions from patents (1976-2016). Predict the reactants needed to synthesize the given product. (1) Given the product [CH2:13]([N:8]([CH2:9][CH:10]([CH3:12])[CH3:11])[C:7]1[CH:6]=[CH:5][C:4]([CH2:17][CH:18]([CH3:24])[C:19]([OH:21])=[O:20])=[CH:3][C:2]=1[NH:1][C:26]([NH:25][C:28]1[CH:33]=[CH:32][C:31]([CH3:34])=[CH:30][CH:29]=1)=[O:27])[CH:14]([CH3:16])[CH3:15], predict the reactants needed to synthesize it. The reactants are: [NH2:1][C:2]1[CH:3]=[C:4]([CH2:17][CH:18]([CH3:24])[C:19]([O:21]CC)=[O:20])[CH:5]=[CH:6][C:7]=1[N:8]([CH2:13][CH:14]([CH3:16])[CH3:15])[CH2:9][CH:10]([CH3:12])[CH3:11].[N:25]([C:28]1[CH:33]=[CH:32][C:31]([CH3:34])=[CH:30][CH:29]=1)=[C:26]=[O:27].[OH-].[Na+]. (2) Given the product [CH2:69]([O:76][NH:77][C:14]([C@H:9]1[C@H:10]([CH2:12][CH3:13])[CH2:11][N:8]1[C:6](=[O:7])[C:5]1[CH:17]=[C:18]([CH2:22][CH2:23][CH3:24])[C:19]([O:20][CH3:21])=[C:3]([O:2][CH3:1])[CH:4]=1)=[O:16])[C:70]1[CH:75]=[CH:74][CH:73]=[CH:72][CH:71]=1, predict the reactants needed to synthesize it. The reactants are: [CH3:1][O:2][C:3]1[CH:4]=[C:5]([CH:17]=[C:18]([CH2:22][CH2:23][CH3:24])[C:19]=1[O:20][CH3:21])[C:6]([N:8]1[CH2:11][C@@H:10]([CH2:12][CH3:13])[C@@H:9]1[C:14]([OH:16])=O)=[O:7].CN(C(ON1N=NC2C=CC=NC1=2)=[N+](C)C)C.F[P-](F)(F)(F)(F)F.CCN(C(C)C)C(C)C.C1C=CC2N(O)N=NC=2C=1.Cl.[CH2:69]([O:76][NH2:77])[C:70]1[CH:75]=[CH:74][CH:73]=[CH:72][CH:71]=1.